From a dataset of Full USPTO retrosynthesis dataset with 1.9M reactions from patents (1976-2016). Predict the reactants needed to synthesize the given product. (1) Given the product [C:1]([C:5]1[CH:6]=[CH:7][C:8]([CH2:9][N:10]([CH2:31][CH3:32])[C:11](=[O:30])[CH2:12][O:13][C:14]2[CH:15]=[CH:16][C:17]([CH2:20][C@H:21]([O:27][CH2:28][CH3:29])[C:22]([OH:24])=[O:23])=[CH:18][CH:19]=2)=[CH:33][CH:34]=1)([CH3:2])([CH3:3])[CH3:4], predict the reactants needed to synthesize it. The reactants are: [C:1]([C:5]1[CH:34]=[CH:33][C:8]([CH2:9][N:10]([CH2:31][CH3:32])[C:11](=[O:30])[CH2:12][O:13][C:14]2[CH:19]=[CH:18][C:17]([CH2:20][C@H:21]([O:27][CH2:28][CH3:29])[C:22]([O:24]CC)=[O:23])=[CH:16][CH:15]=2)=[CH:7][CH:6]=1)([CH3:4])([CH3:3])[CH3:2].[Li+].[OH-].Cl. (2) Given the product [CH3:8][C:3]1[CH:4]=[CH:5][CH:6]=[CH:7][C:2]=1/[CH:16]=[CH:15]/[C:14]([O:13][CH2:9][CH2:10][CH2:11][CH3:12])=[O:17], predict the reactants needed to synthesize it. The reactants are: I[C:2]1[CH:7]=[CH:6][CH:5]=[CH:4][C:3]=1[CH3:8].[CH2:9]([O:13][C:14](=[O:17])[CH:15]=[CH2:16])[CH2:10][CH2:11][CH3:12]. (3) Given the product [CH3:17][C@@H:18]1[CH2:23][CH2:22][CH2:21][N:20]([C:7]([C:6]2[CH:10]=[C:2]([CH3:1])[CH:3]=[CH:4][C:5]=2[C:11]2[N:15]([CH3:16])[CH:14]=[N:13][CH:12]=2)=[O:9])[C@@H:19]1[CH2:24][NH:25][C:26]1[CH:31]=[CH:30][C:29]([C:32]([F:35])([F:33])[F:34])=[CH:28][N:27]=1, predict the reactants needed to synthesize it. The reactants are: [CH3:1][C:2]1[CH:3]=[CH:4][C:5]([C:11]2[N:15]([CH3:16])[CH:14]=[N:13][CH:12]=2)=[C:6]([CH:10]=1)[C:7]([OH:9])=O.[CH3:17][C@@H:18]1[CH2:23][CH2:22][CH2:21][NH:20][C@@H:19]1[CH2:24][NH:25][C:26]1[CH:31]=[CH:30][C:29]([C:32]([F:35])([F:34])[F:33])=[CH:28][N:27]=1. (4) The reactants are: [OH:1][C@H:2]1[C@:6]([OH:8])([CH3:7])[C@H:5]([N:9]2[CH:14]=[CH:13][C:12]([NH:15][OH:16])=[N:11][C:10]2=[O:17])[O:4][C@@H:3]1[CH2:18][O:19][P:20]([NH:29][C@@H:30]([CH3:36])[C:31]([O:33][CH2:34][CH3:35])=[O:32])([O:22][C:23]1[CH:28]=[CH:27][CH:26]=[CH:25][CH:24]=1)=[O:21].C([O-])([O-])=O.[Cs+].[Cs+].[C:43](=[O:51])([O:47][CH:48]([CH3:50])[CH3:49])[O:44][CH2:45]I.C(Cl)Cl. Given the product [OH:1][C@H:2]1[C@:6]([OH:8])([CH3:7])[C@H:5]([N:9]2[CH:14]=[CH:13][C:12]([NH:15][O:16][CH2:45][O:44][C:43]([O:47][CH:48]([CH3:50])[CH3:49])=[O:51])=[N:11][C:10]2=[O:17])[O:4][C@@H:3]1[CH2:18][O:19][P:20]([NH:29][C@@H:30]([CH3:36])[C:31]([O:33][CH2:34][CH3:35])=[O:32])([O:22][C:23]1[CH:28]=[CH:27][CH:26]=[CH:25][CH:24]=1)=[O:21], predict the reactants needed to synthesize it. (5) The reactants are: [CH:1]([C:3]([CH3:5])=[O:4])=[CH2:2].[SH:6][CH2:7][CH2:8][C:9]([O:11][CH3:12])=[O:10].C(N(CC)CC)C. Given the product [O:4]=[C:3]([CH3:5])[CH2:1][CH2:2][S:6][CH2:7][CH2:8][C:9]([O:11][CH3:12])=[O:10], predict the reactants needed to synthesize it.